The task is: Predict the product of the given reaction.. This data is from Forward reaction prediction with 1.9M reactions from USPTO patents (1976-2016). (1) Given the reactants Br[C:2]1[N:10]([CH2:11][C:12]2[C:17]([F:18])=[CH:16][CH:15]=[CH:14][C:13]=2[Cl:19])[C:9]2[C:8](=[O:20])[N:7]([CH3:21])[C:6](=[O:22])[N:5]([CH3:23])[C:4]=2[N:3]=1.[NH:24]1[CH2:28][CH2:27][CH2:26][CH2:25]1.O, predict the reaction product. The product is: [Cl:19][C:13]1[CH:14]=[CH:15][CH:16]=[C:17]([F:18])[C:12]=1[CH2:11][N:10]1[C:9]2[C:8](=[O:20])[N:7]([CH3:21])[C:6](=[O:22])[N:5]([CH3:23])[C:4]=2[N:3]=[C:2]1[N:24]1[CH2:28][CH2:27][CH2:26][CH2:25]1. (2) Given the reactants [CH2:1]([O:8][C:9]1[CH:14]=[CH:13][C:12](Br)=[C:11]([O:16][CH2:17][C:18]([CH3:20])=[CH2:19])[CH:10]=1)[C:2]1[CH:7]=[CH:6][CH:5]=[CH:4][CH:3]=1.C([SnH](CCCC)CCCC)CCC.C(OOC(=O)C1C=CC=CC=1)(=O)C1C=CC=CC=1, predict the reaction product. The product is: [CH2:1]([O:8][C:9]1[CH:14]=[CH:13][C:12]2[C:18]([CH3:20])([CH3:19])[CH2:17][O:16][C:11]=2[CH:10]=1)[C:2]1[CH:7]=[CH:6][CH:5]=[CH:4][CH:3]=1.